This data is from Blood-brain barrier permeability classification from the B3DB database. The task is: Regression/Classification. Given a drug SMILES string, predict its absorption, distribution, metabolism, or excretion properties. Task type varies by dataset: regression for continuous measurements (e.g., permeability, clearance, half-life) or binary classification for categorical outcomes (e.g., BBB penetration, CYP inhibition). Dataset: b3db_classification. (1) The result is 1 (penetrates BBB). The compound is CCc1c(C)[nH]c2c1C(=O)C(CN1CCOCC1)CC2. (2) The drug is OC[C@H]1O[C@@H](n2cnc3c2NC=NC[C@H]3O)C[C@H]1O. The result is 1 (penetrates BBB). (3) The molecule is Cc1ccc(-c2nc3ccc(C)cn3c2CC(=O)N(C)C)cc1. The result is 1 (penetrates BBB). (4) The compound is CC(=O)OCC(=O)[C@@]1(O)CC[C@H]2[C@@H]3CCC4=CC(=O)CC[C@]4(C)[C@@]3(F)[C@H](O)C[C@@]21C. The result is 1 (penetrates BBB). (5) The drug is COc1cccc(C(=O)NC2CC3CCC(C2)N3Cc2ccccc2)c1OC. The result is 1 (penetrates BBB). (6) The compound is O=C1C[C@H](c2cccc(Br)c2)C(=O)N1. The result is 1 (penetrates BBB). (7) The compound is CC(C)(CO)C(O)C(=O)NCCCO. The result is 0 (does not penetrate BBB).